Predict the product of the given reaction. From a dataset of Forward reaction prediction with 1.9M reactions from USPTO patents (1976-2016). (1) Given the reactants [NH2:1][CH:2]1[C:10]2[C:5](=[CH:6][CH:7]=[CH:8][CH:9]=2)[CH2:4][CH2:3]1.[Cl:11][C:12]1[CH:13]=[C:14]2[C:19](=[CH:20][CH:21]=1)[N:18]=[C:17](SC)[NH:16][CH:15]2[C:24]1[CH:29]=[CH:28][CH:27]=[CH:26][CH:25]=1, predict the reaction product. The product is: [Cl:11][C:12]1[CH:13]=[C:14]2[C:19](=[CH:20][CH:21]=1)[N:18]=[C:17]([NH:1][CH:2]1[C:10]3[C:5](=[CH:6][CH:7]=[CH:8][CH:9]=3)[CH2:4][CH2:3]1)[NH:16][CH:15]2[C:24]1[CH:29]=[CH:28][CH:27]=[CH:26][CH:25]=1. (2) Given the reactants [CH3:1][O:2][C:3](=[O:10])[CH:4]([NH2:9])[C:5]([CH3:8])([CH3:7])[CH3:6].C(N(CC)CC)C.[O-]S([O-])(=O)=O.[Mg+2].[Cl:24][C:25]1[CH:26]=[C:27]([CH:30]=[CH:31][C:32]=1[F:33])[CH:28]=O.[BH4-].[Na+], predict the reaction product. The product is: [CH3:1][O:2][C:3](=[O:10])[CH:4]([NH:9][CH2:28][C:27]1[CH:30]=[CH:31][C:32]([F:33])=[C:25]([Cl:24])[CH:26]=1)[C:5]([CH3:8])([CH3:7])[CH3:6]. (3) Given the reactants [CH:1]([C:4]1[CH:9]=[CH:8][C:7]([C:10]2[C:14]3[C:15]([CH3:30])=[C:16]([NH:21][C:22](=O)[C:23]4[CH:28]=[CH:27][CH:26]=[CH:25][CH:24]=4)[C:17]([CH3:20])=[C:18]([CH3:19])[C:13]=3[O:12][C:11]=2[CH3:31])=[CH:6][CH:5]=1)([CH3:3])[CH3:2], predict the reaction product. The product is: [CH2:22]([NH:21][C:16]1[C:17]([CH3:20])=[C:18]([CH3:19])[C:13]2[O:12][C:11]([CH3:31])=[C:10]([C:7]3[CH:6]=[CH:5][C:4]([CH:1]([CH3:2])[CH3:3])=[CH:9][CH:8]=3)[C:14]=2[C:15]=1[CH3:30])[C:23]1[CH:28]=[CH:27][CH:26]=[CH:25][CH:24]=1.